The task is: Predict the product of the given reaction.. This data is from Forward reaction prediction with 1.9M reactions from USPTO patents (1976-2016). Given the reactants [CH3:1][C:2]1[CH2:6][CH:5]=[CH:4][CH:3]=1.[CH3:7][C:8]([CH3:10])=O.N1CCCC1.C(O)(=O)C, predict the reaction product. The product is: [CH3:1][C:2]1[CH:6]=[CH:5][C:4](=[C:8]([CH3:10])[CH3:7])[CH:3]=1.